Dataset: Forward reaction prediction with 1.9M reactions from USPTO patents (1976-2016). Task: Predict the product of the given reaction. (1) The product is: [OH:14][C:15]1[CH:32]=[CH:31][C:18]2[CH:19]=[C:20]([C:23]3[CH:28]=[CH:27][C:26]([O:29][CH3:30])=[CH:25][CH:24]=3)[CH2:21][O:22][C:17]=2[CH:16]=1. Given the reactants C1CCCCC=1.C([O:14][C:15]1[CH:32]=[CH:31][C:18]2[CH:19]=[C:20]([C:23]3[CH:28]=[CH:27][C:26]([O:29][CH3:30])=[CH:25][CH:24]=3)[CH2:21][O:22][C:17]=2[CH:16]=1)C1C=CC=CC=1, predict the reaction product. (2) Given the reactants O[C:2]1[CH:7]=[C:6]([O:8][CH3:9])[CH:5]=[CH:4][C:3]=1[NH:10][C:11](=[O:20])[C:12]1[CH:17]=[CH:16][C:15]([NH:18][CH3:19])=[N:14][CH:13]=1.[C:21](O)(=[O:23])[CH3:22].C(=O)(O)[O-].[Na+], predict the reaction product. The product is: [CH3:9][O:8][C:6]1[CH:5]=[CH:4][C:3]2[N:10]=[C:11]([C:12]3[CH:17]=[CH:16][C:15]([N:18]([CH3:19])[C:21](=[O:23])[CH3:22])=[N:14][CH:13]=3)[O:20][C:2]=2[CH:7]=1.[CH3:9][O:8][C:6]1[CH:5]=[CH:4][C:3]2[N:10]=[C:11]([C:12]3[CH:17]=[CH:16][C:15]([NH:18][CH3:19])=[N:14][CH:13]=3)[O:20][C:2]=2[CH:7]=1. (3) Given the reactants [Cl:1][C:2]1[CH:10]=[C:9]2[C:5]([CH:6]=[C:7]([C:11]([O:13][CH2:14]C)=[O:12])[NH:8]2)=[CH:4][CH:3]=1.[Mg].[Cl-].[NH4+].C(OCC)(=O)C, predict the reaction product. The product is: [Cl:1][C:2]1[CH:10]=[C:9]2[C:5]([CH2:6][CH:7]([C:11]([O:13][CH3:14])=[O:12])[NH:8]2)=[CH:4][CH:3]=1. (4) Given the reactants C(N([CH2:10][C:11]1[CH:12]=[C:13]([C:17]2[CH:22]=[CH:21][N:20]=[C:19]([NH:23][CH2:24][CH2:25][C:26]3[CH:31]=[CH:30][C:29](O)=[C:28]([F:33])[CH:27]=3)[N:18]=2)[CH:14]=[CH:15][CH:16]=1)C1CCNCC1)C.FC1[CH:36]=[C:37]([CH2:41][CH2:42][NH2:43])[CH:38]=[CH:39]C=1, predict the reaction product. The product is: [F:33][C:28]1[CH:27]=[C:26]([CH2:25][CH2:24][NH:23][C:19]2[N:18]=[C:17]([C:13]3[CH:14]=[CH:15][CH:16]=[C:11]([CH2:10][CH2:36][CH:37]4[CH2:41][CH2:42][NH:43][CH2:39][CH2:38]4)[CH:12]=3)[CH:22]=[CH:21][N:20]=2)[CH:31]=[CH:30][CH:29]=1. (5) Given the reactants [CH2:1]=[CH:2][C:3]1[CH:8]=[CH:7][C:6](O)=[CH:5][CH:4]=1.C([C:12]1[CH:17]=[CH:16][CH:15]=[CH:14][N:13]=1)=C, predict the reaction product. The product is: [CH2:1]=[CH:2][C:3]1[CH:8]=[CH:7][CH:6]=[CH:5][CH:4]=1.[CH:1]([C:16]1[CH:17]=[CH:12][N:13]=[CH:14][CH:15]=1)=[CH2:2]. (6) The product is: [CH3:1][O:2][C:3]1[C:4](=[O:39])[C:5]([CH3:38])=[C:6]([CH2:12][C:13]2[C:14]([OH:34])=[C:15]([CH:31]=[CH:32][CH:33]=2)[C:16]([NH:18][C:19]2[CH:20]=[CH:21][C:22]([N:25]3[CH2:26][CH2:27][O:28][CH2:29][CH2:30]3)=[CH:23][CH:24]=2)=[O:17])[C:7](=[O:11])[C:8]=1[O:9][CH3:10]. Given the reactants [CH3:1][O:2][C:3]1[C:4](=[O:39])[C:5]([CH3:38])=[C:6]([CH2:12][C:13]2[C:14]([O:34]C(=O)C)=[C:15]([CH:31]=[CH:32][CH:33]=2)[C:16]([NH:18][C:19]2[CH:24]=[CH:23][C:22]([N:25]3[CH2:30][CH2:29][O:28][CH2:27][CH2:26]3)=[CH:21][CH:20]=2)=[O:17])[C:7](=[O:11])[C:8]=1[O:9][CH3:10].C(=O)([O-])O.[Na+], predict the reaction product.